This data is from Retrosynthesis with 50K atom-mapped reactions and 10 reaction types from USPTO. The task is: Predict the reactants needed to synthesize the given product. (1) Given the product COc1cccc(-c2nn3ccccc3c2-c2ccnc3ccccc23)n1, predict the reactants needed to synthesize it. The reactants are: CN(C)C=O.Clc1cccc(-c2nn3ccccc3c2-c2ccnc3ccccc23)n1. (2) Given the product Nc1cc2c(Oc3ccc(I)cc3)cncc2s1, predict the reactants needed to synthesize it. The reactants are: CC(C)(C)OC(=O)Nc1cc2c(Oc3ccc(I)cc3)cncc2s1.